From a dataset of Reaction yield outcomes from USPTO patents with 853,638 reactions. Predict the reaction yield, written as a fraction of the theoretical maximum amount of product (1.0 means a 100% yield; for example, 0.34 means a 34% yield). (1) The reactants are [CH3:1][C:2]1([CH:9]2[CH2:13][CH2:12][CH2:11][CH:10]2[CH3:14])[NH:6][C:5](=[O:7])[NH:4][C:3]1=[O:8].Br[CH2:16][C:17]([C:19]1[CH:24]=[CH:23][CH:22]=[CH:21][CH:20]=1)=[O:18]. No catalyst specified. The product is [CH3:1][C:2]1([CH:9]2[CH2:13][CH2:12][CH2:11][CH:10]2[CH3:14])[NH:6][C:5](=[O:7])[N:4]([CH2:16][C:17](=[O:18])[C:19]2[CH:24]=[CH:23][CH:22]=[CH:21][CH:20]=2)[C:3]1=[O:8]. The yield is 0.770. (2) The reactants are [NH2:1][C:2]1[C:10]2[C:5](=[N:6][C:7]([C:17]3[CH:22]=[CH:21][C:20]([F:23])=[CH:19][CH:18]=3)=[C:8]([C:11]3[CH:16]=[CH:15][N:14]=[CH:13][CH:12]=3)[CH:9]=2)[NH:4][N:3]=1.Cl.[C:25](Cl)(=[O:32])[C:26]1[CH:31]=[CH:30][N:29]=[CH:28][CH:27]=1. The catalyst is N1C=CC=CC=1. The product is [F:23][C:20]1[CH:21]=[CH:22][C:17]([C:7]2[N:6]=[C:5]3[NH:4][N:3]=[C:2]([NH:1][C:25](=[O:32])[C:26]4[CH:31]=[CH:30][N:29]=[CH:28][CH:27]=4)[C:10]3=[CH:9][C:8]=2[C:11]2[CH:16]=[CH:15][N:14]=[CH:13][CH:12]=2)=[CH:18][CH:19]=1. The yield is 0.680. (3) The reactants are [F:1][C:2]([F:14])([F:13])[C:3]1[CH:12]=[CH:11][C:6]2[N:7]=[C:8]([NH2:10])[S:9][C:5]=2[CH:4]=1.[CH3:15][O:16][C:17]1[CH:18]=[C:19]([CH:23]=[C:24]([O:26][CH3:27])[CH:25]=1)[C:20](Cl)=[O:21].Br[CH:29]([CH2:34][CH3:35])[C:30]([O:32]C)=[O:31].COC1C=CC2N=C(N)SC=2C=1.ClC1C=C(C=CC=1)C(Cl)=O.BrCC(OCC)=O. No catalyst specified. The product is [CH3:15][O:16][C:17]1[CH:18]=[C:19]([CH:23]=[C:24]([O:26][CH3:27])[CH:25]=1)[C:20]([N:10]=[C:8]1[N:7]([CH:29]([CH2:34][CH3:35])[C:30]([OH:32])=[O:31])[C:6]2[CH:11]=[CH:12][C:3]([C:2]([F:1])([F:13])[F:14])=[CH:4][C:5]=2[S:9]1)=[O:21]. The yield is 0.210.